From a dataset of Forward reaction prediction with 1.9M reactions from USPTO patents (1976-2016). Predict the product of the given reaction. Given the reactants Cl[C:2]1[C:3]2[CH:10]=[CH:9][N:8]([S:11]([C:14]3[CH:20]=[CH:19][C:17]([CH3:18])=[CH:16][CH:15]=3)(=[O:13])=[O:12])[C:4]=2[N:5]=[CH:6][N:7]=1.[NH2:21][CH:22]1[CH2:27][CH2:26][N:25]([C:28]([O:30][C:31]([CH3:34])([CH3:33])[CH3:32])=[O:29])[CH2:24][CH2:23]1.CCN(C(C)C)C(C)C, predict the reaction product. The product is: [S:11]([N:8]1[C:4]2[N:5]=[CH:6][N:7]=[C:2]([NH:21][CH:22]3[CH2:23][CH2:24][N:25]([C:28]([O:30][C:31]([CH3:34])([CH3:33])[CH3:32])=[O:29])[CH2:26][CH2:27]3)[C:3]=2[CH:10]=[CH:9]1)([C:14]1[CH:20]=[CH:19][C:17]([CH3:18])=[CH:16][CH:15]=1)(=[O:13])=[O:12].